Dataset: Forward reaction prediction with 1.9M reactions from USPTO patents (1976-2016). Task: Predict the product of the given reaction. Given the reactants [CH3:1][O:2][C:3]([C:5]1[CH:14]=[C:13]2[C:8]([CH:9]([NH2:15])[CH2:10][CH2:11][S:12]2)=[CH:7][C:6]=1[Cl:16])=[O:4].C(=O)([O-])[O-].[K+].[K+].[C:23]([O:27][C:28](O[C:28]([O:27][C:23]([CH3:26])([CH3:25])[CH3:24])=[O:29])=[O:29])([CH3:26])([CH3:25])[CH3:24], predict the reaction product. The product is: [CH3:1][O:2][C:3]([C:5]1[CH:14]=[C:13]2[C:8]([CH:9]([NH:15][C:28]([O:27][C:23]([CH3:26])([CH3:25])[CH3:24])=[O:29])[CH2:10][CH2:11][S:12]2)=[CH:7][C:6]=1[Cl:16])=[O:4].